Dataset: Reaction yield outcomes from USPTO patents with 853,638 reactions. Task: Predict the reaction yield, written as a fraction of the theoretical maximum amount of product (1.0 means a 100% yield; for example, 0.34 means a 34% yield). (1) The product is [O:1]=[C:2]1[N:10]([CH2:11][CH2:12][CH3:13])[C:9]2[N:8]=[C:7]([C:14]34[CH2:21][CH2:20][C:17]([CH:22]([CH3:23])[C:34]([NH2:32])=[O:38])([CH2:16][CH2:15]3)[CH2:18][CH2:19]4)[NH:6][C:5]=2[C:4](=[O:27])[N:3]1[CH2:28][CH2:29][CH3:30]. The catalyst is CN(C=O)C. The reactants are [O:1]=[C:2]1[N:10]([CH2:11][CH2:12][CH3:13])[C:9]2[N:8]=[C:7]([C:14]34[CH2:21][CH2:20][C:17]([CH2:22][CH2:23]C(O)=O)([CH2:18][CH2:19]3)[CH2:16][CH2:15]4)[NH:6][C:5]=2[C:4](=[O:27])[N:3]1[CH2:28][CH2:29][CH3:30].C[N:32]([C:34]([O:38]N1N=NC2C=CC=NC1=2)=[N+](C)C)C.F[P-](F)(F)(F)(F)F.CCN(C(C)C)C(C)C.N. The yield is 0.900. (2) The reactants are [C:1]([C:5]1[O:9][N:8]=[C:7]([NH:10][C:11]([NH:13][C:14]2[CH:19]=[CH:18][CH:17]=[C:16]([O:20][C:21]3[C:30]4[C:25](=[CH:26][C:27]([O:33][CH2:34][CH2:35]Cl)=[C:28]([O:31][CH3:32])[CH:29]=4)[N:24]=[CH:23][N:22]=3)[CH:15]=2)=[O:12])[CH:6]=1)([CH3:4])([CH3:3])[CH3:2].[NH:37]1[CH2:42][CH2:41][O:40][CH2:39][CH2:38]1.C(N(C(C)C)CC)(C)C. The catalyst is CN(C=O)C.[I-].C([N+](CCCC)(CCCC)CCCC)CCC. The product is [C:1]([C:5]1[O:9][N:8]=[C:7]([NH:10][C:11]([NH:13][C:14]2[CH:19]=[CH:18][CH:17]=[C:16]([O:20][C:21]3[C:30]4[C:25](=[CH:26][C:27]([O:33][CH2:34][CH2:35][N:37]5[CH2:42][CH2:41][O:40][CH2:39][CH2:38]5)=[C:28]([O:31][CH3:32])[CH:29]=4)[N:24]=[CH:23][N:22]=3)[CH:15]=2)=[O:12])[CH:6]=1)([CH3:4])([CH3:3])[CH3:2]. The yield is 0.210. (3) The reactants are [BH4-].[Na+].B(F)(F)F.CCOCC.[H][H].[N+:14]([C:17]1[CH:18]=[C:19]([CH:28]=[CH:29][C:30]=1[N+:31]([O-:33])=[O:32])[C:20]([N:22]1[CH2:27][CH2:26][O:25][CH2:24][CH2:23]1)=O)([O-:16])=[O:15]. No catalyst specified. The product is [N+:14]([C:17]1[CH:18]=[C:19]([CH:28]=[CH:29][C:30]=1[N+:31]([O-:33])=[O:32])[CH2:20][N:22]1[CH2:27][CH2:26][O:25][CH2:24][CH2:23]1)([O-:16])=[O:15]. The yield is 0.830. (4) The reactants are [CH:1]1[C:9]2[C:8]3[CH:10]=[CH:11][CH:12]=[CH:13][C:7]=3[O:6][C:5]=2[C:4]([C:14]2[CH:15]=[C:16]([NH:29][C:30]3[CH:35]=[CH:34][CH:33]=[CH:32][CH:31]=3)[C:17]([NH:20][C:21]3[CH:26]=[C:25]([CH3:27])[CH:24]=[C:23]([CH3:28])[CH:22]=3)=[CH:18][CH:19]=2)=[CH:3][CH:2]=1.[Cl-].[Cl:37][CH:38]=[N+](C)C. The catalyst is C(#N)C. The product is [Cl-:37].[CH:1]1[C:9]2[C:8]3[CH:10]=[CH:11][CH:12]=[CH:13][C:7]=3[O:6][C:5]=2[C:4]([C:14]2[CH:19]=[CH:18][C:17]3[N:20]([C:21]4[CH:22]=[C:23]([CH3:28])[CH:24]=[C:25]([CH3:27])[CH:26]=4)[CH:38]=[N+:29]([C:30]4[CH:35]=[CH:34][CH:33]=[CH:32][CH:31]=4)[C:16]=3[CH:15]=2)=[CH:3][CH:2]=1. The yield is 0.970. (5) The reactants are Br[C:2]1[N:7]=[C:6]2[S:8][C:9]([CH2:11][O:12][C:13]3[C:14]([F:23])=[C:15]([C:19]([F:22])=[CH:20][CH:21]=3)[C:16]([NH2:18])=[O:17])=[N:10][C:5]2=[CH:4][CH:3]=1.[C:24]1(B(O)O)[CH:29]=[CH:28][CH:27]=[CH:26][CH:25]=1.P([O-])([O-])([O-])=O.[K+].[K+].[K+]. The catalyst is CN(C=O)C.O. The product is [F:23][C:14]1[C:13]([O:12][CH2:11][C:9]2[S:8][C:6]3[C:5]([N:10]=2)=[CH:4][CH:3]=[C:2]([C:24]2[CH:29]=[CH:28][CH:27]=[CH:26][CH:25]=2)[N:7]=3)=[CH:21][CH:20]=[C:19]([F:22])[C:15]=1[C:16]([NH2:18])=[O:17]. The yield is 0.410. (6) The reactants are [Cl-].O[NH3+:3].[C:4](=[O:7])([O-])[OH:5].[Na+].CS(C)=O.[CH2:13]([C:17]1[N:18]=[C:19]([CH3:46])[N:20]([CH2:39][CH:40]2[CH2:45][CH2:44][CH2:43][CH2:42][O:41]2)[C:21](=[O:38])[C:22]=1[CH2:23][C:24]1[CH:29]=[CH:28][C:27]([C:30]2[C:31]([C:36]#[N:37])=[CH:32][CH:33]=[CH:34][CH:35]=2)=[CH:26][CH:25]=1)[CH2:14][CH2:15][CH3:16]. The catalyst is C(OCC)(=O)C. The product is [CH2:13]([C:17]1[N:18]=[C:19]([CH3:46])[N:20]([CH2:39][CH:40]2[CH2:45][CH2:44][CH2:43][CH2:42][O:41]2)[C:21](=[O:38])[C:22]=1[CH2:23][C:24]1[CH:25]=[CH:26][C:27]([C:30]2[CH:35]=[CH:34][CH:33]=[CH:32][C:31]=2[C:36]2[NH:3][C:4](=[O:7])[O:5][N:37]=2)=[CH:28][CH:29]=1)[CH2:14][CH2:15][CH3:16]. The yield is 0.330. (7) The reactants are [C:1]([C:3]1[CH:8]=[CH:7][C:6]([O:9][C:10]2[CH:15]=[CH:14][CH:13]=[CH:12][CH:11]=2)=[CH:5][CH:4]=1)#[CH:2].[N:16]([C:19]1[CH:24]=[CH:23][C:22]([CH2:25][C@H:26]([NH:30]C(OC(C)(C)C)=O)[C:27]([OH:29])=[O:28])=[CH:21][CH:20]=1)=[N+:17]=[N-:18].Cl. The catalyst is O.O1CCOCC1.CO. The product is [NH2:30][C@@H:26]([CH2:25][C:22]1[CH:23]=[CH:24][C:19]([N:16]2[CH:2]=[C:1]([C:3]3[CH:8]=[CH:7][C:6]([O:9][C:10]4[CH:15]=[CH:14][CH:13]=[CH:12][CH:11]=4)=[CH:5][CH:4]=3)[N:18]=[N:17]2)=[CH:20][CH:21]=1)[C:27]([OH:29])=[O:28]. The yield is 0.290. (8) The reactants are [NH2:1][C:2]1[C:7]([N+:8]([O-:10])=[O:9])=[CH:6][CH:5]=[CH:4][C:3]=1[NH2:11].[Cl:12][CH2:13][C:14](O)=O. The catalyst is Cl. The product is [Cl:12][CH2:13][C:14]1[NH:11][C:3]2[CH:4]=[CH:5][CH:6]=[C:7]([N+:8]([O-:10])=[O:9])[C:2]=2[N:1]=1. The yield is 0.850. (9) The catalyst is N1C=CC=CC=1. The reactants are [CH2:1]([C:4]1[S:26][C:7]2[N:8]=[C:9]([NH2:25])[N:10]=[C:11]([N:12]3[CH2:17][CH2:16][N:15]4[C:18]([C:21]([F:24])([F:23])[F:22])=[N:19][N:20]=[C:14]4[CH2:13]3)[C:6]=2[CH:5]=1)[CH2:2][CH3:3].[C:27](Cl)(=[O:29])[CH3:28]. The yield is 0.142. The product is [CH2:1]([C:4]1[S:26][C:7]2[N:8]=[C:9]([NH:25][C:27](=[O:29])[CH3:28])[N:10]=[C:11]([N:12]3[CH2:17][CH2:16][N:15]4[C:18]([C:21]([F:23])([F:24])[F:22])=[N:19][N:20]=[C:14]4[CH2:13]3)[C:6]=2[CH:5]=1)[CH2:2][CH3:3].